From a dataset of Forward reaction prediction with 1.9M reactions from USPTO patents (1976-2016). Predict the product of the given reaction. (1) Given the reactants [CH2:1]([OH:4])[CH:2]=[CH2:3].B1C2CCCC1CCC2.Cl[C:15]1[N:20]=[C:19]([C:21]2[S:25][C:24]([C:26]([CH3:29])([CH3:28])[CH3:27])=[N:23][C:22]=2[C:30]2[C:31]([F:48])=[C:32]([NH:36][S:37]([C:40]3[C:45]([F:46])=[CH:44][CH:43]=[CH:42][C:41]=3[F:47])(=[O:39])=[O:38])[CH:33]=[CH:34][CH:35]=2)[CH:18]=[CH:17][N:16]=1.C([O-])([O-])=O.[K+].[K+], predict the reaction product. The product is: [CH3:29][C:26]([C:24]1[S:25][C:21]([C:19]2[CH:18]=[CH:17][N:16]=[C:15]([CH2:3][CH2:2][CH2:1][OH:4])[N:20]=2)=[C:22]([C:30]2[C:31]([F:48])=[C:32]([NH:36][S:37]([C:40]3[C:41]([F:47])=[CH:42][CH:43]=[CH:44][C:45]=3[F:46])(=[O:38])=[O:39])[CH:33]=[CH:34][CH:35]=2)[N:23]=1)([CH3:27])[CH3:28]. (2) Given the reactants [Cl:1][C:2]1[CH:3]=[CH:4][C:5]2[C:11](=O)[C:10](=[CH:13]N(C)C)[CH2:9][C:8](=[O:17])[NH:7][C:6]=2[CH:18]=1.[N+]([O-])(O)=O.[OH:23][C:24]1[CH:25]=[C:26]([NH:32][C:33]([NH2:35])=[NH:34])[CH:27]=[CH:28][C:29]=1[O:30][CH3:31], predict the reaction product. The product is: [Cl:1][C:2]1[CH:3]=[CH:4][C:5]2[C:11]3[N:34]=[C:33]([NH:32][C:26]4[CH:27]=[CH:28][C:29]([O:30][CH3:31])=[C:24]([OH:23])[CH:25]=4)[N:35]=[CH:13][C:10]=3[CH2:9][C:8](=[O:17])[NH:7][C:6]=2[CH:18]=1. (3) Given the reactants [C:1]([O:5][C:6]([N:8]1[CH2:17][CH2:16][C:11]2([O:15][CH2:14][CH2:13][O:12]2)[CH2:10][CH:9]1/[CH:18]=[CH:19]/[C:20]([O:22][CH2:23][CH3:24])=[O:21])=[O:7])([CH3:4])([CH3:3])[CH3:2], predict the reaction product. The product is: [C:1]([O:5][C:6]([N:8]1[CH2:17][CH2:16][C:11]2([O:15][CH2:14][CH2:13][O:12]2)[CH2:10][CH:9]1[CH2:18][CH2:19][C:20]([O:22][CH2:23][CH3:24])=[O:21])=[O:7])([CH3:4])([CH3:3])[CH3:2]. (4) Given the reactants [CH2:1]([O:8][C:9]1[C:10]([O:26][Si:27]([C:30]([CH3:33])([CH3:32])[CH3:31])([CH3:29])[CH3:28])=[C:11]([O:18][Si:19]([C:22]([CH3:25])([CH3:24])[CH3:23])([CH3:21])[CH3:20])[CH:12]=[C:13]([CH:17]=1)[C:14](O)=[O:15])[C:2]1[CH:7]=[CH:6][CH:5]=[CH:4][CH:3]=1.[H-].[Na+].C(Cl)(=O)C([Cl:39])=O, predict the reaction product. The product is: [CH2:1]([O:8][C:9]1[C:10]([O:26][Si:27]([C:30]([CH3:33])([CH3:32])[CH3:31])([CH3:29])[CH3:28])=[C:11]([O:18][Si:19]([C:22]([CH3:25])([CH3:24])[CH3:23])([CH3:21])[CH3:20])[CH:12]=[C:13]([CH:17]=1)[C:14]([Cl:39])=[O:15])[C:2]1[CH:7]=[CH:6][CH:5]=[CH:4][CH:3]=1. (5) Given the reactants [Br:1][C:2]1[CH:7]=[CH:6][C:5]([CH:8]([OH:25])[C:9]([N:11]2[CH2:15][CH2:14][C:13]3([C:19]4[CH:20]=[CH:21][CH:22]=[CH:23][C:18]=4[C:17](=[O:24])[O:16]3)[CH2:12]2)=[O:10])=[C:4]([F:26])[CH:3]=1.[H-].[Na+].[CH3:29]I, predict the reaction product. The product is: [Br:1][C:2]1[CH:7]=[CH:6][C:5]([CH:8]([O:25][CH3:29])[C:9]([N:11]2[CH2:15][CH2:14][C:13]3([C:19]4[CH:20]=[CH:21][CH:22]=[CH:23][C:18]=4[C:17](=[O:24])[O:16]3)[CH2:12]2)=[O:10])=[C:4]([F:26])[CH:3]=1. (6) Given the reactants Br[C:2]1[CH:32]=[CH:31][C:5]2[NH:6][C:7]([CH2:9][CH:10]3[CH2:15][CH2:14][CH2:13][CH2:12][N:11]3[C:16]([C:18]3[N:19]=[C:20]([CH3:30])[S:21][C:22]=3[C:23]3[CH:28]=[CH:27][C:26]([F:29])=[CH:25][CH:24]=3)=[O:17])=[N:8][C:4]=2[CH:3]=1.[Cu][C:34]#[N:35], predict the reaction product. The product is: [F:29][C:26]1[CH:25]=[CH:24][C:23]([C:22]2[S:21][C:20]([CH3:30])=[N:19][C:18]=2[C:16]([N:11]2[CH2:12][CH2:13][CH2:14][CH2:15][CH:10]2[CH2:9][C:7]2[NH:6][C:5]3[CH:31]=[CH:32][C:2]([C:34]#[N:35])=[CH:3][C:4]=3[N:8]=2)=[O:17])=[CH:28][CH:27]=1. (7) Given the reactants N1CCCC1.CC1C=CC(S(O)(=O)=O)=CC=1.C(OCC)(=O)CC(C)=O.[BH4-].[Na+].C([O:30][C:31](=O)[CH2:32][CH:33]([N:35]1[CH2:39][CH2:38][CH2:37][CH2:36]1)[CH3:34])C, predict the reaction product. The product is: [N:35]1([CH:33]([CH3:34])[CH2:32][CH2:31][OH:30])[CH2:39][CH2:38][CH2:37][CH2:36]1. (8) Given the reactants C[O:2][C:3](=[O:40])[C:4]1[CH:9]=[C:8]([CH2:10][C@H:11]([NH:24][S:25]([C:28]2[CH:33]=[CH:32][CH:31]=[CH:30][CH:29]=2)(=[O:27])=[O:26])[C:12](=[O:23])[NH:13][CH2:14][C:15]2[CH:20]=[CH:19][C:18]([O:21][CH3:22])=[CH:17][CH:16]=2)[CH:7]=[CH:6][C:5]=1[O:34][CH2:35][C:36]([O:38]C)=[O:37].O.[OH-].[Li+], predict the reaction product. The product is: [C:28]1([S:25]([NH:24][C@H:11]([C:12](=[O:23])[NH:13][CH2:14][C:15]2[CH:16]=[CH:17][C:18]([O:21][CH3:22])=[CH:19][CH:20]=2)[CH2:10][C:8]2[CH:7]=[CH:6][C:5]([O:34][CH2:35][C:36]([OH:38])=[O:37])=[C:4]([CH:9]=2)[C:3]([OH:40])=[O:2])(=[O:27])=[O:26])[CH:33]=[CH:32][CH:31]=[CH:30][CH:29]=1. (9) Given the reactants C([O:3][C:4]([C:6]1[C:11]([NH:12][C:13]2[CH:14]=[N:15][CH:16]=[N:17][CH:18]=2)=[CH:10][CH:9]=[C:8]([CH:19]2[CH2:21][CH2:20]2)[N:7]=1)=[O:5])C.[OH-].[Na+].Cl, predict the reaction product. The product is: [CH:19]1([C:8]2[N:7]=[C:6]([C:4]([OH:5])=[O:3])[C:11]([NH:12][C:13]3[CH:18]=[N:17][CH:16]=[N:15][CH:14]=3)=[CH:10][CH:9]=2)[CH2:20][CH2:21]1.